Dataset: Catalyst prediction with 721,799 reactions and 888 catalyst types from USPTO. Task: Predict which catalyst facilitates the given reaction. Reactant: [F:1][C:2]1[CH:9]=[CH:8][C:7]([O:10][CH3:11])=[CH:6][C:3]=1[CH:4]=O.[N+:12]([CH3:15])([O-:14])=[O:13].C([O-])(=O)C.[NH4+]. Product: [F:1][C:2]1[CH:9]=[CH:8][C:7]([O:10][CH3:11])=[CH:6][C:3]=1[CH:4]=[CH:15][N+:12]([O-:14])=[O:13]. The catalyst class is: 15.